The task is: Predict the reactants needed to synthesize the given product.. This data is from Retrosynthesis with 50K atom-mapped reactions and 10 reaction types from USPTO. (1) Given the product O=C(O)CNC(=O)c1cc(-c2ccccc2OCc2ccccc2)on1, predict the reactants needed to synthesize it. The reactants are: CCOC(=O)CNC(=O)c1cc(-c2ccccc2OCc2ccccc2)on1. (2) Given the product Cc1ccc(S(=O)(=O)Nc2ccc(F)c([N+](=O)[O-])c2)cc1, predict the reactants needed to synthesize it. The reactants are: Cc1ccc(S(=O)(=O)Cl)cc1.Nc1ccc(F)c([N+](=O)[O-])c1. (3) Given the product NC(=O)c1cc(N)ccc1Cl, predict the reactants needed to synthesize it. The reactants are: NC(=O)c1cc([N+](=O)[O-])ccc1Cl. (4) Given the product c1ccc(C(c2ccccc2)C2CCN(c3nc4ccccc4[nH]3)CC2)cc1, predict the reactants needed to synthesize it. The reactants are: c1ccc(C(=C2CCN(c3nc4ccccc4[nH]3)CC2)c2ccccc2)cc1. (5) The reactants are: CCOC(=O)CCCCCCOc1cc(C(F)(F)F)cc(C(F)(F)F)c1. Given the product O=C(O)CCCCCCOc1cc(C(F)(F)F)cc(C(F)(F)F)c1, predict the reactants needed to synthesize it.